This data is from Reaction yield outcomes from USPTO patents with 853,638 reactions. The task is: Predict the reaction yield, written as a fraction of the theoretical maximum amount of product (1.0 means a 100% yield; for example, 0.34 means a 34% yield). The reactants are C[O:2][C:3](=[O:28])[C:4]1[CH:9]=[CH:8][C:7]([CH2:10][N:11]2[C:19]3[C:14](=[CH:15][C:16]([Cl:20])=[CH:17][CH:18]=3)[C:13]([CH3:21])=[C:12]2[C:22]2[CH:23]=[N:24][CH:25]=[CH:26][CH:27]=2)=[CH:6][CH:5]=1.[OH-].[Na+].Cl. The catalyst is CO. The product is [NH4+:11].[OH-:2].[Cl:20][C:16]1[CH:15]=[C:14]2[C:19](=[CH:18][CH:17]=1)[N:11]([CH2:10][C:7]1[CH:8]=[CH:9][C:4]([C:3]([OH:28])=[O:2])=[CH:5][CH:6]=1)[C:12]([C:22]1[CH:23]=[N:24][CH:25]=[CH:26][CH:27]=1)=[C:13]2[CH3:21]. The yield is 0.00100.